This data is from Experimentally validated miRNA-target interactions with 360,000+ pairs, plus equal number of negative samples. The task is: Binary Classification. Given a miRNA mature sequence and a target amino acid sequence, predict their likelihood of interaction. (1) Result: 0 (no interaction). The miRNA is mmu-miR-344d-3p with sequence GAUAUAACCACUGCCAGACUGA. The protein sequence of the target gene is MEPAGGGGGVSSSTDPRSTYVLSNLAEVVERVFTFLPAKALLRVAGVCRLWRECVRRVLRTHRSVTWISAGVAEAGHLEGHCLVRVVAEALENVRILPQTVLYMADSETFISLEECRGHKRARKRTTMETACALEKLFPKQCQVLGIVTPGIVVTPMGSGSNRPQEIEIGESGFALLFPQIEGIKIQPFHFIKDSKNLTLERHQLTEVGLLDNPELRVVLVFGYNCCKVGASNYLHRVVSTFSDMNIILAGGQVDNLSSLTCEKNPLDIDATGVVGLSFSGHRIQSATVLLTEDVNDAKT.... (2) The miRNA is hsa-miR-6738-3p with sequence CUUCUGCCUGCAUUCUACUCCCAG. The protein sequence of the target gene is MPKKKPTPIQLNPAPDGSAVNGTSSAETNLEALQKKLEELELDEQQRKRLEAFLTQKQKVGELKDDDFEKISELGAGNGGVVFKVSHKPSGLVMARKLIHLEIKPAIRNQIIRELQVLHECNSPYIVGFYGAFYSDGEISICMEHMDGGSLDQVLKKAGRIPEQILGKVSIAVIKGLTYLREKHKIMHRDVKPSNILVNSRGEIKLCDFGVSGQLIDSMANSFVGTRSYMSPERLQGTHYSVQSDIWSMGLSLVEMAVGRYPIPPPDAKELELLFGCHVEGDAAETPPRPRTPGRPLSSY.... Result: 0 (no interaction). (3) Result: 0 (no interaction). The protein sequence of the target gene is MQQWSLLVVSFLLSPVPVSAIKELPKAKKYEVVYPIRLHPLRKRETQEPEPKETFETELRYKMTVNGKVAVLYLKKNNKLLAPDYSETYYNSSGNKVTTSPQIMDSCYYQGHIVNEKVSAASISTCQGLRGYISQGDEKYFIEPLSSENLDEQAHALFKDDSNEDQEKSNCGVDDALWLQGLHQDVALPATRLIKLNDGMVQEPKKYIEYYVVLDNGEFKKYNKNLAEIRKIVLEMANYINMLYNKLDAHVALVGVEIWTDGDKIKITPDANTTLENFSKWRGNDLLKRKHHDIAQLISS.... The miRNA is hsa-miR-6794-5p with sequence CAGGGGGACUGGGGGUGAGC. (4) The miRNA is mmu-miR-3100-5p with sequence UUGGGAACGGGGUGUCUUUGGGA. The protein sequence of the target gene is MSHRTSSAFRAERSFRSSSSSSSSSSSSASRALPAQDPPMEKALSMFSDDFGSFMLPHSEPLAFPARPGGQGNIKTLGDAYEFTVDMRDFSPEDIIVTTFNNHIEVRAEKLAADGTVMNTFAHKCQLPEDVDPTSVTSALREDGSLTIRARRHPHTEHVQQTFRTEIKI. Result: 0 (no interaction). (5) The miRNA is hsa-miR-8065 with sequence UGUAGGAACAGUUGAAUUUUGGCU. The protein sequence of the target gene is MAEPFLSEYQHQPQTSNCTGAAAVQEELNPERPPGAEERVPEEDSRWQSRAFPQLGGRPGPEGEGSLESQPPPLQTQACPESSCLREGEKGQNGDDSSAGGDFPPPAEVEPTPEAELLAQPCHDSEASKLGAPAAGGEEEWGQQQRQLGKKKHRRRPSKKKRHWKPYYKLTWEEKKKFDEKQSLRASRIRAEMFAKGQPVAPYNTTQFLMDDHDQEEPDLKTGLYSKRAAAKSDDTSDDDFMEEGGEEDGGSDGMGGDGSEFLQRDFSETYERYHTESLQNMSKQELIKEYLELEKCLSR.... Result: 1 (interaction). (6) The miRNA is hsa-miR-4677-3p with sequence UCUGUGAGACCAAAGAACUACU. The protein sequence of the target gene is MLRNNKTIIIKYFLNLINGAFLVLGLLFMGFGAWLLLDRNNFLTAFDENNHFIVPISQILIGMGSSTVLFCLLGYIGIHNEIRWLLIVYAVLITWTFAVQVVLSAFIITKKEEVQQLWHDKIDFVISEYGSKDKPEDITKWTILNALQKTLQCCGQHNYTDWIKNKNKENSGQVPCSCTKSTLRKWFCDEPLNATYLEGCENKISAWYNVNVLTLIGINFGLLTSEVFQVSLTVCFFKNIKNIIHAEM. Result: 0 (no interaction).